Dataset: Catalyst prediction with 721,799 reactions and 888 catalyst types from USPTO. Task: Predict which catalyst facilitates the given reaction. Reactant: [CH3:1][N:2]([CH3:22])[CH2:3][C:4]#[C:5][C:6]1[CH:11]=[CH:10][C:9](/[C:12](/[C:16]2[CH:21]=[CH:20][CH:19]=[CH:18][CH:17]=2)=[CH:13]/[CH2:14][OH:15])=[CH:8][CH:7]=1.C(P(CCCC)CCCC)CCC.N(C(N1CCCCC1)=O)=NC(N1CCCCC1)=O.[CH3:54][O:55][C:56](=[O:67])[CH2:57][O:58][C:59]1[CH:64]=[CH:63][C:62](O)=[CH:61][C:60]=1[CH3:66]. Product: [CH3:54][O:55][C:56](=[O:67])[CH2:57][O:58][C:59]1[CH:64]=[CH:63][C:62]([O:15][CH2:14]/[CH:13]=[C:12](/[C:9]2[CH:10]=[CH:11][C:6]([C:5]#[C:4][CH2:3][N:2]([CH3:1])[CH3:22])=[CH:7][CH:8]=2)\[C:16]2[CH:17]=[CH:18][CH:19]=[CH:20][CH:21]=2)=[CH:61][C:60]=1[CH3:66]. The catalyst class is: 7.